Dataset: Reaction yield outcomes from USPTO patents with 853,638 reactions. Task: Predict the reaction yield, written as a fraction of the theoretical maximum amount of product (1.0 means a 100% yield; for example, 0.34 means a 34% yield). (1) The reactants are [F:1][C:2]1[CH:3]=[C:4]([CH:14]=[CH:15][CH:16]=1)[CH2:5][O:6][C:7]1[CH:12]=[CH:11][C:10]([NH2:13])=[CH:9][CH:8]=1.CC1(C)[O:25][C:24](=O)[C:21]2([CH2:23][CH2:22]2)[C:20](=[O:27])[O:19]1.C(OCC)C. The catalyst is ClCCl. The product is [F:1][C:2]1[CH:3]=[C:4]([CH:14]=[CH:15][CH:16]=1)[CH2:5][O:6][C:7]1[CH:12]=[CH:11][C:10]([N:13]2[CH2:23][CH2:22][CH:21]([C:20]([OH:27])=[O:19])[C:24]2=[O:25])=[CH:9][CH:8]=1. The yield is 0.570. (2) The reactants are [C:1]([O:5][CH2:6][C@H:7]1[NH:14][CH2:13][C:12]2[CH:15]=[CH:16][CH:17]=[CH:18][C:11]=2[CH2:10][O:9][CH2:8]1)([CH3:4])([CH3:3])[CH3:2].[N:19]1[C:28]2[C:23](=[CH:24][CH:25]=[CH:26][C:27]=2[S:29](Cl)(=[O:31])=[O:30])[CH:22]=[CH:21][CH:20]=1. The catalyst is N1C=CC=CC=1. The product is [C:1]([O:5][CH2:6][C@H:7]1[N:14]([S:29]([C:27]2[CH:26]=[CH:25][CH:24]=[C:23]3[C:28]=2[N:19]=[CH:20][CH:21]=[CH:22]3)(=[O:30])=[O:31])[CH2:13][C:12]2[CH:15]=[CH:16][CH:17]=[CH:18][C:11]=2[CH2:10][O:9][CH2:8]1)([CH3:4])([CH3:2])[CH3:3]. The yield is 0.440. (3) The reactants are FC(F)(F)C([NH+:5]([O-:15])[CH2:6][C:7]1[CH:12]=[CH:11][N:10]=[C:9]([O:13][CH3:14])[CH:8]=1)=O.C(=O)([O-])[O-].[K+].[K+]. The catalyst is CO. The product is [CH3:14][O:13][C:9]1[CH:8]=[C:7]([CH2:6][NH2:5]=[O:15])[CH:12]=[CH:11][N:10]=1. The yield is 0.200. (4) The reactants are [Br:1][C:2]1[C:3]([F:12])=[C:4]2[C:10]([NH2:11])=[CH:9][NH:8][C:5]2=[N:6][CH:7]=1.[N:13]1[C:22]2[C:17](=[CH:18][CH:19]=[CH:20][CH:21]=2)[N:16]=[CH:15][C:14]=1[C:23](O)=[O:24].C1N(P(Cl)(N2C(=O)OCC2)=O)C(=O)OC1.C(N(CC)CC)C.[Li+].[OH-]. The catalyst is C(Cl)Cl.O. The product is [Br:1][C:2]1[C:3]([F:12])=[C:4]2[C:10]([NH:11][C:23]([C:14]3[CH:15]=[N:16][C:17]4[C:22](=[CH:21][CH:20]=[CH:19][CH:18]=4)[N:13]=3)=[O:24])=[CH:9][NH:8][C:5]2=[N:6][CH:7]=1. The yield is 0.890. (5) The reactants are COC(=O)[C:4]([C:20]#[N:21])([CH:13]([CH:17]([CH3:19])[CH3:18])[CH2:14][CH2:15][CH3:16])[CH2:5][C:6]([O:8][C:9]([CH3:12])([CH3:11])[CH3:10])=[O:7].[Na+].[Cl-].O. The catalyst is CS(C)=O.[Cl-].[Na+].O. The product is [C:9]([O:8][C:6](=[O:7])[CH2:5][CH:4]([C:20]#[N:21])[CH:13]([CH:17]([CH3:18])[CH3:19])[CH2:14][CH2:15][CH3:16])([CH3:10])([CH3:12])[CH3:11]. The yield is 0.750.